From a dataset of Catalyst prediction with 721,799 reactions and 888 catalyst types from USPTO. Predict which catalyst facilitates the given reaction. (1) Reactant: [F:1][C:2]1[C:3]([NH:19][C:20]2[CH:25]=[CH:24][C:23]([I:26])=[CH:22][C:21]=2[F:27])=[C:4]([C:9]([N:11]2[CH2:14][C:13]([CH2:16][CH:17]=O)([OH:15])[CH2:12]2)=[O:10])[CH:5]=[CH:6][C:7]=1[F:8].[CH:28]([NH2:31])([CH3:30])[CH3:29].C(O[BH-](OC(=O)C)OC(=O)C)(=O)C.[Na+]. Product: [F:1][C:2]1[C:3]([NH:19][C:20]2[CH:25]=[CH:24][C:23]([I:26])=[CH:22][C:21]=2[F:27])=[C:4]([C:9]([N:11]2[CH2:12][C:13]([CH2:16][CH2:17][NH:31][CH:28]([CH3:30])[CH3:29])([OH:15])[CH2:14]2)=[O:10])[CH:5]=[CH:6][C:7]=1[F:8]. The catalyst class is: 26. (2) Reactant: [C:1]([O:5][C:6](=[O:20])[CH2:7][O:8][CH2:9][CH2:10][CH2:11][O:12]CC1C=CC=CC=1)([CH3:4])([CH3:3])[CH3:2]. Product: [C:1]([O:5][C:6](=[O:20])[CH2:7][O:8][CH2:9][CH2:10][CH2:11][OH:12])([CH3:4])([CH3:2])[CH3:3]. The catalyst class is: 129. (3) Product: [CH:5](=[C:12]1[NH:16][C:15](=[O:17])[CH2:14][C:13]1([OH:18])[N:1]=[O:3])[C:6]1[CH:7]=[CH:8][CH:9]=[CH:10][CH:11]=1. The catalyst class is: 15. Reactant: [N:1]([O-:3])=O.[Na+].[CH:5](=[C:12]1[NH:16][C:15](=[O:17])[CH:14]=[C:13]1[OH:18])[C:6]1[CH:11]=[CH:10][CH:9]=[CH:8][CH:7]=1.